Dataset: Reaction yield outcomes from USPTO patents with 853,638 reactions. Task: Predict the reaction yield, written as a fraction of the theoretical maximum amount of product (1.0 means a 100% yield; for example, 0.34 means a 34% yield). The reactants are [NH2:1][C:2]1[C:7]([C:8]2[O:12][N:11]=[C:10]([CH2:13][C:14]3[CH:19]=[CH:18][C:17]([OH:20])=[CH:16][CH:15]=3)[CH:9]=2)=[CH:6][CH:5]=[CH:4][N:3]=1.[OH-].[Na+].[F:23][C:24]1[CH:31]=[CH:30][CH:29]=[CH:28][C:25]=1[CH2:26]Br. The catalyst is CO. The product is [F:23][C:24]1[CH:31]=[CH:30][CH:29]=[CH:28][C:25]=1[CH2:26][O:20][C:17]1[CH:18]=[CH:19][C:14]([CH2:13][C:10]2[CH:9]=[C:8]([C:7]3[C:2]([NH2:1])=[N:3][CH:4]=[CH:5][CH:6]=3)[O:12][N:11]=2)=[CH:15][CH:16]=1. The yield is 0.430.